Dataset: Forward reaction prediction with 1.9M reactions from USPTO patents (1976-2016). Task: Predict the product of the given reaction. (1) Given the reactants Cl.Cl[CH2:3][CH2:4][N:5]([CH3:7])[CH3:6].[C:8]([O:12][C:13]([N:15]1[CH2:20][CH2:19][CH:18]([C:21]2[NH:22][CH:23]=[C:24]([C:26]3[CH:31]=[CH:30][C:29]([F:32])=[C:28]([Cl:33])[CH:27]=3)[N:25]=2)[CH2:17][CH2:16]1)=[O:14])([CH3:11])([CH3:10])[CH3:9].[OH-].[K+], predict the reaction product. The product is: [C:8]([O:12][C:13]([N:15]1[CH2:20][CH2:19][CH:18]([C:21]2[N:22]([CH2:3][CH2:4][N:5]([CH3:7])[CH3:6])[CH:23]=[C:24]([C:26]3[CH:31]=[CH:30][C:29]([F:32])=[C:28]([Cl:33])[CH:27]=3)[N:25]=2)[CH2:17][CH2:16]1)=[O:14])([CH3:11])([CH3:9])[CH3:10]. (2) Given the reactants [CH3:1][C@@:2]1([CH2:13][O:14][C:15]2[CH:20]=[CH:19][C:18]([C:21]3[CH:26]=[CH:25][C:24]([N:27]4[CH2:32][CH2:31][N:30]([C:33](OC(C)(C)C)=O)[CH2:29][CH2:28]4)=[CH:23][CH:22]=3)=[CH:17][CH:16]=2)[O:6][C:5]2=[N:7][C:8]([N+:10]([O-:12])=[O:11])=[CH:9][N:4]2[CH2:3]1.[F:40][C:41]([F:46])([F:45])[C:42](O)=O, predict the reaction product. The product is: [CH3:1][C@@:2]1([CH2:13][O:14][C:15]2[CH:16]=[CH:17][C:18]([C:21]3[CH:22]=[CH:23][C:24]([N:27]4[CH2:32][CH2:31][N:30]([CH2:33][C:15]5[CH:20]=[CH:19][C:42]([C:41]([F:46])([F:45])[F:40])=[CH:17][CH:16]=5)[CH2:29][CH2:28]4)=[CH:25][CH:26]=3)=[CH:19][CH:20]=2)[O:6][C:5]2=[N:7][C:8]([N+:10]([O-:12])=[O:11])=[CH:9][N:4]2[CH2:3]1.